This data is from hERG Central: cardiac toxicity at 1µM, 10µM, and general inhibition. The task is: Predict hERG channel inhibition at various concentrations. (1) Results: hERG_inhib (hERG inhibition (general)): blocker. The compound is Cc1ccc(-c2csc(NC(=O)C[n+]3cc(-c4ccccc4)n4c3CCC4)n2)cc1.[Cl-]. (2) The drug is CCCc1cc(N2CCCC(C(=O)Nc3cc(Cl)ccc3OC)C2)n2ncnc2n1. Results: hERG_inhib (hERG inhibition (general)): blocker.